From a dataset of Reaction yield outcomes from USPTO patents with 853,638 reactions. Predict the reaction yield, written as a fraction of the theoretical maximum amount of product (1.0 means a 100% yield; for example, 0.34 means a 34% yield). (1) The reactants are Cl[C:2]1[N:3]([CH2:10][C:11]2([OH:33])[CH2:16][CH2:15][N:14]([C:17](=[O:32])[CH2:18][N:19]3[CH2:24][CH2:23][N:22]([C:25]([O:27][C:28]([CH3:31])([CH3:30])[CH3:29])=[O:26])[CH2:21][CH2:20]3)[CH2:13][CH2:12]2)[CH:4]=[C:5]([N+:7]([O-:9])=[O:8])[N:6]=1.[H-].[Na+]. The catalyst is O1CCOCC1. The product is [N+:7]([C:5]1[N:6]=[C:2]2[N:3]([CH:4]=1)[CH2:10][C:11]1([CH2:16][CH2:15][N:14]([C:17](=[O:32])[CH2:18][N:19]3[CH2:24][CH2:23][N:22]([C:25]([O:27][C:28]([CH3:31])([CH3:30])[CH3:29])=[O:26])[CH2:21][CH2:20]3)[CH2:13][CH2:12]1)[O:33]2)([O-:9])=[O:8]. The yield is 0.420. (2) The reactants are [Cl:1][C:2]1[C:7]([Cl:8])=[CH:6][C:5]([NH:9][CH2:10][C:11]([OH:13])=O)=[C:4]([OH:14])[CH:3]=1.[NH:15]1[CH2:20][CH2:19][CH:18]([CH2:21][CH2:22][NH:23][C:24](=[O:27])[CH:25]=[CH2:26])[CH2:17][CH2:16]1.C1C=CC2N(O)N=NC=2C=1.CCN=C=NCCCN(C)C.Cl.CCN(CC)CC. The catalyst is CN(C=O)C. The product is [Cl:1][C:2]1[C:7]([Cl:8])=[CH:6][C:5]([NH:9][CH2:10][C:11]([N:15]2[CH2:20][CH2:19][CH:18]([CH2:21][CH2:22][NH:23][C:24](=[O:27])[CH:25]=[CH2:26])[CH2:17][CH2:16]2)=[O:13])=[C:4]([OH:14])[CH:3]=1. The yield is 0.290. (3) The catalyst is C1COCC1. The yield is 0.648. The reactants are ClC(Cl)(Cl)C([N:5]1[CH2:10][CH2:9][N:8]([C:11]2[CH:16]=[C:15]([S:17]([N:20]3[C:28]4[C:23](=[CH:24][CH:25]=[C:26]([F:29])[CH:27]=4)[C:22]([CH:30]([F:32])[F:31])=[CH:21]3)(=[O:19])=[O:18])[CH:14]=[CH:13][C:12]=2[O:33][CH2:34][C:35]([F:38])([F:37])[F:36])[CH2:7][CH2:6]1)=O.[OH-].[K+]. The product is [F:32][CH:30]([F:31])[C:22]1[C:23]2[C:28](=[CH:27][C:26]([F:29])=[CH:25][CH:24]=2)[N:20]([S:17]([C:15]2[CH:14]=[CH:13][C:12]([O:33][CH2:34][C:35]([F:38])([F:37])[F:36])=[C:11]([N:8]3[CH2:9][CH2:10][NH:5][CH2:6][CH2:7]3)[CH:16]=2)(=[O:18])=[O:19])[CH:21]=1. (4) The reactants are [CH3:1][N:2]1[C:10]2[CH:9]=[C:8]3[O:11][CH2:12][CH2:13][O:14][C:7]3=[CH:6][C:5]=2[C:4](=O)[C:3]1=[O:16].O.NN. The catalyst is O1CCOCC1.C(OCC)(=O)C. The product is [CH3:1][N:2]1[C:10]2[CH:9]=[C:8]3[O:11][CH2:12][CH2:13][O:14][C:7]3=[CH:6][C:5]=2[CH2:4][C:3]1=[O:16]. The yield is 0.870. (5) The yield is 0.700. The reactants are Cl.Cl.[NH2:3][CH2:4][C@@:5]1([OH:13])[CH:10]2[CH2:11][CH2:12][N:7]([CH2:8][CH2:9]2)[CH2:6]1.C([O-])([O-])=O.[Cs+].[Cs+].[Br:20][C:21]1[CH:30]=[CH:29][CH:28]=[C:27]2[C:22]=1[CH:23]=[C:24]([N:31]=[C:32]=S)[N:25]=[CH:26]2.C(N=C=NC(C)C)(C)C. The catalyst is CN(C)C=O. The product is [Br:20][C:21]1[CH:30]=[CH:29][CH:28]=[C:27]2[C:22]=1[CH:23]=[C:24]([NH:31][C:32]1[O:13][C@:5]3([CH2:4][N:3]=1)[CH:10]1[CH2:9][CH2:8][N:7]([CH2:12][CH2:11]1)[CH2:6]3)[N:25]=[CH:26]2. (6) The reactants are CN(C)S(N1C=CN=C1[Si](C(C)(C)C)(C)C)(=O)=O.C([Li])CCC.[CH3:24][N:25]([CH3:54])[S:26]([N:29]1[C:33]([CH:34]([C:36]2[CH:45]=[CH:44][C:39]3[O:40][CH2:41][CH2:42][O:43][C:38]=3[CH:37]=2)[OH:35])=[C:32]([CH3:46])[N:31]=[C:30]1[Si](C(C)(C)C)(C)C)(=[O:28])=[O:27]. The catalyst is C1COCC1. The product is [CH3:24][N:25]([CH3:54])[S:26]([N:29]1[C:33]([CH:34]([C:36]2[CH:45]=[CH:44][C:39]3[O:40][CH2:41][CH2:42][O:43][C:38]=3[CH:37]=2)[OH:35])=[C:32]([CH3:46])[N:31]=[CH:30]1)(=[O:27])=[O:28]. The yield is 0.150. (7) The reactants are [C:1]([O:9][CH2:10][CH3:11])(=[O:8])[CH2:2][C:3]([O:5][CH2:6][CH3:7])=[O:4].C([O-])([O-])=O.[K+].[K+].F[C:19]1[CH:24]=[CH:23][C:22]([N+:25]([O-:27])=[O:26])=[CH:21][C:20]=1[F:28]. The catalyst is CN(C=O)C. The product is [F:28][C:20]1[CH:21]=[C:22]([N+:25]([O-:27])=[O:26])[CH:23]=[CH:24][C:19]=1[CH:2]([C:3]([O:5][CH2:6][CH3:7])=[O:4])[C:1]([O:9][CH2:10][CH3:11])=[O:8]. The yield is 0.800.